From a dataset of TCR-epitope binding with 47,182 pairs between 192 epitopes and 23,139 TCRs. Binary Classification. Given a T-cell receptor sequence (or CDR3 region) and an epitope sequence, predict whether binding occurs between them. The epitope is CINGVCWTV. The TCR CDR3 sequence is CASSQDPLAGGGGEQFF. Result: 1 (the TCR binds to the epitope).